From a dataset of Catalyst prediction with 721,799 reactions and 888 catalyst types from USPTO. Predict which catalyst facilitates the given reaction. (1) Reactant: [Cl:1][C:2]1[CH:7]=[CH:6][CH:5]=[CH:4][C:3]=1[N:8]1[C:13]([CH3:14])=[CH:12][C:11]([OH:15])=[C:10]([CH:16]=O)[C:9]1=[O:18].Cl.[NH2:20][OH:21].C([O-])(=O)C.[Na+]. Product: [Cl:1][C:2]1[CH:7]=[CH:6][CH:5]=[CH:4][C:3]=1[N:8]1[C:13]([CH3:14])=[CH:12][C:11]([OH:15])=[C:10]([CH:16]=[N:20][OH:21])[C:9]1=[O:18]. The catalyst class is: 24. (2) Reactant: [O:1]=[C:2]1[C:10]2[C:5](=[CH:6][CH:7]=[CH:8][CH:9]=2)[C:4](=[O:11])[N:3]1[C:12]1[C:16]2[CH:17]=[CH:18][C:19]([NH:21][CH:22]=O)=[CH:20][C:15]=2[O:14][N:13]=1.ClC(Cl)(OC(=O)OC(Cl)(Cl)Cl)Cl.CCN(CC)CC. Product: [N+:21]([C:19]1[CH:18]=[CH:17][C:16]2[C:12]([N:3]3[C:4](=[O:11])[C:5]4[C:10](=[CH:9][CH:8]=[CH:7][CH:6]=4)[C:2]3=[O:1])=[N:13][O:14][C:15]=2[CH:20]=1)#[C-:22]. The catalyst class is: 2. (3) Reactant: C[O:2][C:3]([C:5]1([C:10]([CH:12]2[CH2:14][CH2:13]2)=[O:11])[CH2:9][CH2:8][CH2:7][CH2:6]1)=[O:4].O[Li].O. Product: [CH:12]1([C:10]([C:5]2([C:3]([OH:4])=[O:2])[CH2:6][CH2:7][CH2:8][CH2:9]2)=[O:11])[CH2:14][CH2:13]1. The catalyst class is: 88.